The task is: Predict the reactants needed to synthesize the given product.. This data is from Full USPTO retrosynthesis dataset with 1.9M reactions from patents (1976-2016). (1) Given the product [OH:16][B:15]([OH:19])[C:2]1[CH:3]=[CH:4][C:5]2[S:9](=[O:11])(=[O:10])[N:8]([CH2:12][CH3:13])[CH2:7][C:6]=2[CH:14]=1, predict the reactants needed to synthesize it. The reactants are: Br[C:2]1[CH:3]=[CH:4][C:5]2[S:9](=[O:11])(=[O:10])[N:8]([CH2:12][CH3:13])[CH2:7][C:6]=2[CH:14]=1.[B:15]1(B2OC(C)(C)C(C)(C)O2)[O:19]C(C)(C)C(C)(C)[O:16]1.C([O-])(=O)C.[K+].C(Cl)Cl. (2) Given the product [CH:21]1([NH:27][S:10]([C:5]2[CH:6]=[CH:7][CH:8]=[CH:9][C:4]=2[N+:1]([O-:3])=[O:2])(=[O:12])=[O:11])[CH2:26][CH2:25][CH2:24][CH2:23][CH2:22]1, predict the reactants needed to synthesize it. The reactants are: [N+:1]([C:4]1[CH:9]=[CH:8][CH:7]=[CH:6][C:5]=1[S:10](Cl)(=[O:12])=[O:11])([O-:3])=[O:2].C(N(CC)CC)C.[CH:21]1([NH2:27])[CH2:26][CH2:25][CH2:24][CH2:23][CH2:22]1. (3) Given the product [C:23]1([N:2]2[C:6](=[O:7])[N:10]=[N:9][C:3]2=[O:8])[CH:22]=[CH:21][CH:26]=[CH:25][CH:24]=1, predict the reactants needed to synthesize it. The reactants are: Br[N:2]1[C:6](=[O:7])CC[C:3]1=[O:8].[N:9](C(C)(C)C#N)=[N:10]C(C)(C)C#N.[CH3:21][CH2:22][CH2:23][CH2:24][CH2:25][CH3:26]. (4) Given the product [N+:16]([C:2]1[CH:15]=[CH:14][C:5]([C:6]#[N:27])=[CH:4][CH:3]=1)([O-:18])=[O:17], predict the reactants needed to synthesize it. The reactants are: Cl[C:2]1[CH:15]=[CH:14][C:5]([C:6](C2C=CC=CC=2)=O)=[CH:4][CH:3]=1.[N:16]([O-:18])=[O:17].[Na+].COCCOCC[N:27](CCOCCOC)CCOCCOC. (5) Given the product [CH3:1][O:2][C:3](=[O:35])[NH:4][CH:5]([C:9]([N:11]1[CH2:16][CH2:15][N:14]([CH2:17][C:18]([F:21])([F:19])[F:20])[CH2:13][CH:12]1[C:22]1[NH:23][CH:24]=[C:25]([C:27]2[CH:32]=[CH:31][C:30]([Br:33])=[CH:29][CH:28]=2)[N:40]=1)=[O:10])[CH:6]([CH3:7])[CH3:8], predict the reactants needed to synthesize it. The reactants are: [CH3:1][O:2][C:3](=[O:35])[NH:4][CH:5]([C:9]([N:11]1[CH2:16][CH2:15][N:14]([CH2:17][C:18]([F:21])([F:20])[F:19])[CH2:13][CH:12]1[C:22](=O)[NH:23][CH2:24][C:25]([C:27]1[CH:32]=[CH:31][C:30]([Br:33])=[CH:29][CH:28]=1)=O)=[O:10])[CH:6]([CH3:8])[CH3:7].C([O-])(=O)C.[NH4+:40]. (6) Given the product [F:24][C:25]1[CH:26]=[C:27]([C:2]2[CH:3]=[C:4]3[C:11]4([O:15][N:14]([CH3:16])[C:13]([NH2:17])=[N:12]4)[CH2:10][CH:9]([CH:18]4[CH2:23][CH2:22][CH2:21][O:20][CH2:19]4)[O:8][C:5]3=[CH:6][CH:7]=2)[CH:28]=[C:29]([F:31])[CH:30]=1, predict the reactants needed to synthesize it. The reactants are: Br[C:2]1[CH:3]=[C:4]2[C:11]3([O:15][N:14]([CH3:16])[C:13]([NH2:17])=[N:12]3)[CH2:10][CH:9]([CH:18]3[CH2:23][CH2:22][CH2:21][O:20][CH2:19]3)[O:8][C:5]2=[CH:6][CH:7]=1.[F:24][C:25]1[CH:26]=[C:27](B(O)O)[CH:28]=[C:29]([F:31])[CH:30]=1.C([O-])([O-])=O.[Cs+].[Cs+]. (7) Given the product [O:1]1[CH2:2][CH2:3][CH:5]([CH2:4][N:7]2[C:11]3=[N:12][CH:13]=[C:14]([NH2:16])[CH:15]=[C:10]3[CH:9]=[N:8]2)[CH2:6]1, predict the reactants needed to synthesize it. The reactants are: [O:1]1[CH2:6][CH2:5][CH:4]([N:7]2[C:11]3=[N:12][CH:13]=[C:14]([NH2:16])[CH:15]=[C:10]3[CH:9]=[N:8]2)[CH2:3][CH2:2]1.O1CCC(C=O)C1. (8) Given the product [CH2:23]([N:22]1[C:21]2[CH:30]=[CH:31][CH:32]=[CH:33][C:20]=2[N:19]=[C:18]1[C:16]1[CH:17]=[C:12]([NH:11][CH:8]=[O:10])[C:13](=[O:35])[N:14]([CH3:34])[CH:15]=1)[C:24]1[CH:25]=[CH:26][CH:27]=[CH:28][CH:29]=1, predict the reactants needed to synthesize it. The reactants are: C(OC(=O)C)(=O)C.[CH:8]([OH:10])=O.[NH2:11][C:12]1[C:13](=[O:35])[N:14]([CH3:34])[CH:15]=[C:16]([C:18]2[N:22]([CH2:23][C:24]3[CH:29]=[CH:28][CH:27]=[CH:26][CH:25]=3)[C:21]3[CH:30]=[CH:31][CH:32]=[CH:33][C:20]=3[N:19]=2)[CH:17]=1. (9) Given the product [ClH:1].[ClH:1].[CH2:36]([O:2][C:3]1[CH:4]=[C:5]([CH:31]=[C:32]([F:34])[CH:33]=1)[CH2:6][C@H:7]([NH:27][C:28](=[O:30])[CH3:29])[C@H:8]([OH:26])[CH2:9][NH:10][C:11]1([C:17]2[CH:22]=[CH:21][CH:20]=[C:19]([CH:23]([CH3:25])[CH3:24])[CH:18]=2)[CH2:16][CH2:15][CH2:14][CH2:13][CH2:12]1)[CH2:37][CH2:38][CH2:39][CH2:40][CH3:41], predict the reactants needed to synthesize it. The reactants are: [ClH:1].[OH:2][C:3]1[CH:4]=[C:5]([CH:31]=[C:32]([F:34])[CH:33]=1)[CH2:6][C@H:7]([NH:27][C:28](=[O:30])[CH3:29])[C@H:8]([OH:26])[CH2:9][NH:10][C:11]1([C:17]2[CH:22]=[CH:21][CH:20]=[C:19]([CH:23]([CH3:25])[CH3:24])[CH:18]=2)[CH2:16][CH2:15][CH2:14][CH2:13][CH2:12]1.Br[CH2:36][CH2:37][CH2:38][CH2:39][CH2:40][CH3:41].CC(C)([O-])C.[K+].C1COCC1.OP([O-])(O)=O.[K+].